This data is from B-cell epitopes from IEDB database with 3,159 antigens for binding position prediction. The task is: Token-level Classification. Given an antigen amino acid sequence, predict which amino acid positions are active epitope sites capable of antibody binding. Output is a list of indices for active positions. (1) Given the antigen sequence: MLRLAPTVRLLQAPLGGWVVPKAHIYAKPARTPTSPTEQAIGLSVTFLSFLIPAGWVLSHLDHYKRSSAA, which amino acid positions are active epitope sites? The epitope positions are: [55, 56, 57, 58, 59, 60, 61, 62, 63, 64, 65, 66, 67, 68, 69]. The amino acids at these positions are: WVLSHLDHYKRSSAA. (2) Given the antigen sequence: PASVAVALSVLGAGLVVNTNEVSATVTRGTINDPQRAKEALDKYELENHDLKTKNEGLKTENEGLKTENEGLKTENEGLKTEKSNLERKTAELTSEKKEHEAENDKLKQQRDTLSTQKETLEREVQNTQYNNETLKIKNGDLTKELNKTRQELANKQQESKENEKALNELLEKTVKDKIAKEQENKETIGTLKKILDETVKDKLAKEQKSKQNIGALKQELAKKDEANKISDASRKGLRRDLDASREAKK, which amino acid positions are active epitope sites? The epitope positions are: [104, 105, 106, 107, 108, 109, 110, 111, 112, 113, 114, 115, 116, 117, 118, 119]. The amino acids at these positions are: DKLKQQRDTLSTQKET. (3) Given the antigen sequence: MTYPRRRYRRRRHRPRSHLGQILRRRPWLVHPRHRYRWRRKNGIFNTRLSRTFGYTVKRTTVRTPSWAVDMMRFNINDFLPPGGGSNPRSVPFEYYRIRKVKVEFWPCSPITQGDRGVGSSAVILDDNFVTKATALTYDPYVNYSSRHTITQPFSYHSRYFTPKPVLDSTIDYFQPNNKRNQLWLRLQTAGNVDHVGLGTAFENSIYDQEYNIRVTMYVQFREFNFKDPPLNP, which amino acid positions are active epitope sites? The epitope positions are: [180, 181, 182, 183, 184, 185, 186, 187, 188, 189, 190, 191, 192, 193, 194, 195, 196, 197, 198, 199]. The amino acids at these positions are: NQLWLRLQTAGNVDHVGLGT. (4) Given the antigen sequence: MNKRNRLGELSGVIRDFLISPKIPNFIELLEKGLDKELFYDPEKTKPEIPIEDLPVDYRLRESGLVRKTYEKLFPVSHLFRITHRYEREYLDNFMPLSGEKYIGRGSYKFVYALPWNQVVKVGKSKLPSDPIFGSLYKHVKKNLDRYLKAEEIQLMDFLKSKVWTRSAKENIHFKFSRLGLERLHYWKLKSLIPDLVLPTRYFMGLRFRRTPVGIPILTLTPCDNQNLLPGKHLKEFIRLNEKIRQNPLQDAFFPKWKLNFDTHKFGVISRSKLKKIALDFHRVIEVTKHLADEEKLIFDIHSENIIITFPDFSLKIFDYHVFDEHLYEPSKENPSPEIDHINTIREFVRSFELG, which amino acid positions are active epitope sites? The epitope positions are: [219, 220, 221, 222, 223, 224]. The amino acids at these positions are: LTPCDN. (5) Given the antigen sequence: MARRRRRHRGPRRPRPPGPTGAVPTAQSQVTSTPNSEPVVRSAPAAGGPPPSCSLLLRQWLHVPESASDDDDDDDWPDSPPPEPAPEARPTAAAPRPRSPPPGAGPGGGANPSHPPSRPFRLPPRLALRLRVTAEHLARLRLRRAGGEGAPKPPATPATPATPATPATPATPARVRFSPHVRVRHLVVWASAARLARRGSWARERADRARFRRRVAEAEAVIGPCLGPEARARALARGAGPANSV, which amino acid positions are active epitope sites? The epitope positions are: [5, 6, 7, 8, 9, 10, 11, 12, 13, 14, 15, 16, 17, 18, 19]. The amino acids at these positions are: RRHRGPRRPRPPGPT.